Task: Predict the reaction yield, written as a fraction of the theoretical maximum amount of product (1.0 means a 100% yield; for example, 0.34 means a 34% yield).. Dataset: Reaction yield outcomes from USPTO patents with 853,638 reactions (1) The catalyst is CN(C=O)C.CN(C1C=CN=CC=1)C.CCOC(C)=O. The reactants are [NH2:1][C:2]1[C:10]([C:11]#[C:12][C:13]2[CH:18]=[CH:17][CH:16]=[C:15]([NH:19][C:20]([C:22]3[O:23][CH:24]=[CH:25][C:26]=3[CH3:27])=[O:21])[CH:14]=2)=[CH:9][C:5]([C:6](O)=[O:7])=[CH:4][N:3]=1.CCN=C=NCCCN(C)C.[CH3:39][S:40]([C:43]1[CH:48]=[CH:47][C:46]([CH2:49][CH2:50][C:51]([O:53][CH3:54])=[O:52])=[CH:45][CH:44]=1)(=[NH:42])=[O:41]. The yield is 0.370. The product is [NH2:1][C:2]1[N:3]=[CH:4][C:5]([C:6]([N:42]=[S:40]([C:43]2[CH:44]=[CH:45][C:46]([CH2:49][CH2:50][C:51]([O:53][CH3:54])=[O:52])=[CH:47][CH:48]=2)([CH3:39])=[O:41])=[O:7])=[CH:9][C:10]=1[C:11]#[C:12][C:13]1[CH:18]=[CH:17][CH:16]=[C:15]([NH:19][C:20]([C:22]2[O:23][CH:24]=[CH:25][C:26]=2[CH3:27])=[O:21])[CH:14]=1. (2) The reactants are Br[C:2]1[C:3]([F:12])=[C:4]([CH:9]=[CH:10][CH:11]=1)[C:5]([O:7][CH3:8])=[O:6].C([Sn](CCCC)(CCCC)[C:18]1[CH:23]=[CH:22][CH:21]=[CH:20][N:19]=1)CCC.C(O)(C(F)(F)F)=O. The catalyst is [Ag]=O.Cl[Pd](Cl)([P](C1C=CC=CC=1)(C1C=CC=CC=1)C1C=CC=CC=1)[P](C1C=CC=CC=1)(C1C=CC=CC=1)C1C=CC=CC=1.CN(C=O)C. The product is [F:12][C:3]1[C:2]([C:18]2[CH:23]=[CH:22][CH:21]=[CH:20][N:19]=2)=[CH:11][CH:10]=[CH:9][C:4]=1[C:5]([OH:7])=[O:6].[F:12][C:3]1[C:2]([C:18]2[CH:23]=[CH:22][CH:21]=[CH:20][N:19]=2)=[CH:11][CH:10]=[CH:9][C:4]=1[C:5]([O:7][CH3:8])=[O:6]. The yield is 0.230. (3) The reactants are [CH3:1][C:2]1([CH3:12])[O:7][CH2:6][C:5]2=[CH:8][C:9]([NH2:11])=[N:10][N:4]2[CH2:3]1.Br[C:14]1[C:15](=[O:22])[N:16]([CH3:21])[CH:17]=[C:18]([Br:20])[CH:19]=1.CC1(C)C2C(=C(P(C3C=CC=CC=3)C3C=CC=CC=3)C=CC=2)OC2C(P(C3C=CC=CC=3)C3C=CC=CC=3)=CC=CC1=2.C(=O)([O-])[O-].[Cs+].[Cs+]. The catalyst is C1C=CC(/C=C/C(/C=C/C2C=CC=CC=2)=O)=CC=1.C1C=CC(/C=C/C(/C=C/C2C=CC=CC=2)=O)=CC=1.C1C=CC(/C=C/C(/C=C/C2C=CC=CC=2)=O)=CC=1.[Pd].[Pd].O1CCOCC1. The product is [Br:20][C:18]1[CH:19]=[C:14]([NH:11][C:9]2[CH:8]=[C:5]3[CH2:6][O:7][C:2]([CH3:12])([CH3:1])[CH2:3][N:4]3[N:10]=2)[C:15](=[O:22])[N:16]([CH3:21])[CH:17]=1. The yield is 0.600.